Dataset: Peptide-MHC class I binding affinity with 185,985 pairs from IEDB/IMGT. Task: Regression. Given a peptide amino acid sequence and an MHC pseudo amino acid sequence, predict their binding affinity value. This is MHC class I binding data. (1) The binding affinity (normalized) is 0.104. The MHC is HLA-B44:03 with pseudo-sequence HLA-B44:03. The peptide sequence is KEAYCQEFSL. (2) The peptide sequence is RYDDGQSIY. The MHC is HLA-A30:01 with pseudo-sequence HLA-A30:01. The binding affinity (normalized) is 0.0847. (3) The peptide sequence is HATANVAEL. The MHC is H-2-Kb with pseudo-sequence H-2-Kb. The binding affinity (normalized) is 0.195. (4) The peptide sequence is MVGNWAKVL. The MHC is Patr-B0101 with pseudo-sequence Patr-B0101. The binding affinity (normalized) is 0.391. (5) The peptide sequence is IYDFYYLDY. The MHC is HLA-B27:03 with pseudo-sequence HLA-B27:03. The binding affinity (normalized) is 0.0847. (6) The binding affinity (normalized) is 0.292. The MHC is Mamu-B52 with pseudo-sequence Mamu-B52. The peptide sequence is RIPERLERW. (7) The peptide sequence is GGDNRRGL. The MHC is HLA-B27:05 with pseudo-sequence HLA-B27:05. The binding affinity (normalized) is 0.